This data is from Forward reaction prediction with 1.9M reactions from USPTO patents (1976-2016). The task is: Predict the product of the given reaction. (1) Given the reactants [NH2:1][C:2]1[CH:3]=[C:4]([CH:15]=[CH:16][C:17]=1[O:18][CH3:19])[C:5]([NH:7][C:8]1[CH:13]=[CH:12][C:11]([F:14])=[CH:10][CH:9]=1)=[O:6].[F:20][C:21]([F:50])([F:49])[C:22]1[CH:23]=[C:24]([Bi]([C:24]2[CH:25]=[CH:26][CH:27]=[C:22]([C:21]([F:50])([F:49])[F:20])[CH:23]=2)[C:24]2[CH:25]=[CH:26][CH:27]=[C:22]([C:21]([F:50])([F:49])[F:20])[CH:23]=2)[CH:25]=[CH:26][CH:27]=1.C(N(CC)CC)C, predict the reaction product. The product is: [F:20][C:21]([F:50])([F:49])[C:22]1[CH:27]=[C:26]([NH:1][C:2]2[CH:3]=[C:4]([CH:15]=[CH:16][C:17]=2[O:18][CH3:19])[C:5]([NH:7][C:8]2[CH:9]=[CH:10][C:11]([F:14])=[CH:12][CH:13]=2)=[O:6])[CH:25]=[CH:24][CH:23]=1. (2) Given the reactants Br[CH2:2][C:3]1[CH:4]=[C:5]([CH:8]=[C:9]([F:11])[CH:10]=1)[C:6]#[N:7].[OH-].[NH4+:13], predict the reaction product. The product is: [NH2:13][CH2:2][C:3]1[CH:4]=[C:5]([CH:8]=[C:9]([F:11])[CH:10]=1)[C:6]#[N:7]. (3) Given the reactants [Li][CH2:2][CH2:3][CH2:4]C.C(NC(C)C)(C)C.[CH3:13][C:14]1[CH:19]=[CH:18][N:17]=[C:16]([S:20][CH3:21])[N:15]=1.[F:22]C1C=CC(C(N(OC)C)=O)=CC=1.[CH2:35]1[CH2:39][O:38][CH2:37][CH2:36]1, predict the reaction product. The product is: [F:22][C:14]1([CH2:13][C:37]([C:36]2[CH:35]=[CH:39][CH:4]=[CH:3][CH:2]=2)=[O:38])[CH:19]=[CH:18][N:17]=[C:16]([S:20][CH3:21])[NH:15]1.